From a dataset of Full USPTO retrosynthesis dataset with 1.9M reactions from patents (1976-2016). Predict the reactants needed to synthesize the given product. (1) Given the product [ClH:11].[Cl:11][CH2:10][CH2:9][CH2:8][CH2:7][C:6]1[N:5]([CH3:12])[N:4]=[C:3]2[C:2]=1[C:22]1[CH:21]=[CH:20][CH:19]=[CH:18][C:17]=1[N:16]=[C:13]2[NH2:14], predict the reactants needed to synthesize it. The reactants are: Br[C:2]1[C:3]([C:13]#[N:14])=[N:4][N:5]([CH3:12])[C:6]=1[CH2:7][CH2:8][CH2:9][CH2:10][Cl:11].Cl.[NH2:16][C:17]1[CH:22]=[CH:21][CH:20]=[CH:19][C:18]=1B(O)O. (2) The reactants are: N[C:2]1[CH:3]=[CH:4][C:5]([C:12]2[O:13][CH:14]=[CH:15][CH:16]=2)=[C:6]2[C:10]=1[C:9](=[O:11])[NH:8][CH2:7]2.[I-:17].[K+].II.N(OC(C)(C)C)=O. Given the product [I:17][C:2]1[CH:3]=[CH:4][C:5]([C:12]2[O:13][CH:14]=[CH:15][CH:16]=2)=[C:6]2[C:10]=1[C:9](=[O:11])[NH:8][CH2:7]2, predict the reactants needed to synthesize it. (3) Given the product [CH:7]1([O:13][C:14]2[CH:21]=[CH:20][C:17](/[CH:18]=[CH:27]/[C:28]([NH:30][C:31]3[CH:39]=[CH:38][CH:37]=[CH:36][C:32]=3[C:33]([OH:35])=[O:34])=[O:29])=[CH:16][C:15]=2[O:22][CH3:23])[CH2:12][CH2:11][CH2:10][CH2:9][CH2:8]1, predict the reactants needed to synthesize it. The reactants are: N1CCCCC1.[CH:7]1([O:13][C:14]2[CH:21]=[CH:20][C:17]([CH:18]=O)=[CH:16][C:15]=2[O:22][CH3:23])[CH2:12][CH2:11][CH2:10][CH2:9][CH2:8]1.C([CH2:27][C:28]([NH:30][C:31]1[CH:39]=[CH:38][CH:37]=[CH:36][C:32]=1[C:33]([OH:35])=[O:34])=[O:29])(O)=O.Cl. (4) Given the product [CH2:15]([S:16][C:2]1[CH:3]=[CH:4][C:5]([CH3:8])=[N:6][CH:7]=1)[C:9]1[CH:14]=[CH:13][CH:12]=[CH:11][CH:10]=1, predict the reactants needed to synthesize it. The reactants are: Br[C:2]1[CH:3]=[CH:4][C:5]([CH3:8])=[N:6][CH:7]=1.[C:9]1([CH2:15][SH:16])[CH:14]=[CH:13][CH:12]=[CH:11][CH:10]=1.C(N(C(C)C)C(C)C)C.C1(P(C2C=CC=CC=2)C2C3OC4C(=CC=CC=4P(C4C=CC=CC=4)C4C=CC=CC=4)C(C)(C)C=3C=CC=2)C=CC=CC=1. (5) Given the product [F:1][C:2]1[C:3]([CH3:26])=[C:4]([C@:8]2([C:14]([O:16][CH2:17][C:18]3[CH:19]=[CH:20][C:21]([O:24][CH3:25])=[CH:22][CH:23]=3)=[O:15])[CH2:12][CH2:11][C:10]([O:13][S:39]([C:38]([F:58])([F:57])[F:37])(=[O:41])=[O:40])=[CH:9]2)[CH:5]=[CH:6][CH:7]=1, predict the reactants needed to synthesize it. The reactants are: [F:1][C:2]1[C:3]([CH3:26])=[C:4]([C@:8]2([C:14]([O:16][CH2:17][C:18]3[CH:23]=[CH:22][C:21]([O:24][CH3:25])=[CH:20][CH:19]=3)=[O:15])[CH2:12][CH2:11][C:10](=[O:13])[CH2:9]2)[CH:5]=[CH:6][CH:7]=1.C[Si]([N-][Si](C)(C)C)(C)C.[K+].[F:37][C:38]([F:58])([F:57])[S:39](N(C1C=CC(Cl)=CN=1)[S:39]([C:38]([F:58])([F:57])[F:37])(=[O:41])=[O:40])(=[O:41])=[O:40]. (6) Given the product [NH2:22][C@@H:19]1[CH2:20][CH2:21][N:17]([C:14]2[CH:15]=[CH:16][C:11]([C:7]3[S:6](=[O:33])(=[O:32])[NH:5][C:9](=[O:10])[CH:8]=3)=[CH:12][C:13]=2[CH:30]=[O:31])[CH2:18]1, predict the reactants needed to synthesize it. The reactants are: C([N:5]1[C:9](=[O:10])[CH:8]=[C:7]([C:11]2[CH:16]=[CH:15][C:14]([N:17]3[CH2:21][CH2:20][C@@H:19]([NH:22]C(=O)OC(C)(C)C)[CH2:18]3)=[C:13]([CH:30]=[O:31])[CH:12]=2)[S:6]1(=[O:33])=[O:32])(C)(C)C.C([SiH](C(C)C)C(C)C)(C)C. (7) Given the product [F:1][C:2]1[CH:3]=[C:4]([NH:24][C:34]([C:31]2[C:30](=[O:37])[N:29]([C:38]3[CH:39]=[CH:40][CH:41]=[CH:42][CH:43]=3)[N:28]([CH2:27][C:26]([OH:25])([CH3:45])[CH3:44])[C:32]=2[CH3:33])=[O:35])[CH:5]=[CH:6][C:7]=1[O:8][C:9]1[CH:14]=[CH:13][N:12]=[C:11]2[CH:15]=[C:16]([C:18]3[O:22][N:21]=[C:20]([CH3:23])[N:19]=3)[S:17][C:10]=12, predict the reactants needed to synthesize it. The reactants are: [F:1][C:2]1[CH:3]=[C:4]([NH2:24])[CH:5]=[CH:6][C:7]=1[O:8][C:9]1[CH:14]=[CH:13][N:12]=[C:11]2[CH:15]=[C:16]([C:18]3[O:22][N:21]=[C:20]([CH3:23])[N:19]=3)[S:17][C:10]=12.[OH:25][C:26]([CH3:45])([CH3:44])[CH2:27][N:28]1[C:32]([CH3:33])=[C:31]([C:34](O)=[O:35])[C:30](=[O:37])[N:29]1[C:38]1[CH:43]=[CH:42][CH:41]=[CH:40][CH:39]=1.C(Cl)CCl.C1C=CC2N(O)N=NC=2C=1.CCN(C(C)C)C(C)C.